From a dataset of Peptide-MHC class I binding affinity with 185,985 pairs from IEDB/IMGT. Regression. Given a peptide amino acid sequence and an MHC pseudo amino acid sequence, predict their binding affinity value. This is MHC class I binding data. (1) The peptide sequence is ILFSYDEL. The MHC is H-2-Kb with pseudo-sequence H-2-Kb. The binding affinity (normalized) is 0.708. (2) The peptide sequence is ISKANWMTY. The MHC is HLA-B18:01 with pseudo-sequence HLA-B18:01. The binding affinity (normalized) is 0.0847. (3) The peptide sequence is RIAQGVLQR. The MHC is HLA-B15:01 with pseudo-sequence HLA-B15:01. The binding affinity (normalized) is 0.0847. (4) The peptide sequence is ITWETPMIW. The MHC is HLA-B27:05 with pseudo-sequence HLA-B27:05. The binding affinity (normalized) is 0.0847. (5) The peptide sequence is ALRQARAAF. The MHC is HLA-B15:42 with pseudo-sequence HLA-B15:42. The binding affinity (normalized) is 0.213. (6) The peptide sequence is FTIRLDEAL. The MHC is H-2-Kb with pseudo-sequence H-2-Kb. The binding affinity (normalized) is 0.0991.